Dataset: HIV replication inhibition screening data with 41,000+ compounds from the AIDS Antiviral Screen. Task: Binary Classification. Given a drug SMILES string, predict its activity (active/inactive) in a high-throughput screening assay against a specified biological target. The molecule is CC(=O)C(=Cc1ccc(Cl)cc1)C(=O)c1ccccc1. The result is 0 (inactive).